Dataset: Peptide-MHC class II binding affinity with 134,281 pairs from IEDB. Task: Regression. Given a peptide amino acid sequence and an MHC pseudo amino acid sequence, predict their binding affinity value. This is MHC class II binding data. (1) The peptide sequence is ALFHEVAKLDVVKLL. The MHC is DRB1_1101 with pseudo-sequence DRB1_1101. The binding affinity (normalized) is 0.528. (2) The binding affinity (normalized) is 0.176. The peptide sequence is TVEKWLACGVDNFCV. The MHC is DRB1_1301 with pseudo-sequence DRB1_1301. (3) The peptide sequence is TRGPSLRTTTVSGKL. The MHC is DRB1_0405 with pseudo-sequence DRB1_0405. The binding affinity (normalized) is 0.260. (4) The peptide sequence is DNSFVSAISQTEVKE. The MHC is DRB3_0202 with pseudo-sequence DRB3_0202. The binding affinity (normalized) is 0.577. (5) The peptide sequence is AEEVKVIPAGELQVI. The MHC is HLA-DPA10201-DPB10501 with pseudo-sequence HLA-DPA10201-DPB10501. The binding affinity (normalized) is 0.277. (6) The peptide sequence is AAYKLAYKTAEGATP. The MHC is DRB1_0701 with pseudo-sequence DRB1_0701. The binding affinity (normalized) is 0.314. (7) The peptide sequence is LVSLVTFMIAATYNFAVLKL. The MHC is H-2-IAs with pseudo-sequence H-2-IAs. The binding affinity (normalized) is 0.106. (8) The peptide sequence is NKIRRAETGSQGVYM. The MHC is DRB1_0101 with pseudo-sequence DRB1_0101. The binding affinity (normalized) is 0.640.